Dataset: Reaction yield outcomes from USPTO patents with 853,638 reactions. Task: Predict the reaction yield, written as a fraction of the theoretical maximum amount of product (1.0 means a 100% yield; for example, 0.34 means a 34% yield). (1) The reactants are [CH3:1][S:2]([CH:5]1[CH2:10][CH2:9][C:8](=[O:11])[CH2:7][CH2:6]1)(=[O:4])=[O:3].C(C1C=C(C)C=C(C(C)(C)C)N=1)(C)(C)C.ClCCl.[S:30](O[S:30]([C:33]([F:36])([F:35])[F:34])(=[O:32])=[O:31])([C:33]([F:36])([F:35])[F:34])(=[O:32])=[O:31]. The product is [CH3:1][S:2]([CH:5]1[CH2:10][CH2:9][C:8]([O:11][S:30]([C:33]([F:36])([F:35])[F:34])(=[O:32])=[O:31])=[CH:7][CH2:6]1)(=[O:3])=[O:4]. The catalyst is CCOCC. The yield is 0.820. (2) The reactants are [CH3:1][O:2][C:3]1[C:4]([CH3:34])=[C:5]([C:25]([O:32][CH3:33])=[C:26]([O:30][CH3:31])[C:27]=1[O:28][CH3:29])[CH2:6][C:7]1[C:8]([O:17]CC2C=CC=CC=2)=[C:9]([CH:14]=[CH:15][CH:16]=1)[C:10]([O:12][CH3:13])=[O:11].[H][H]. The catalyst is CO.[C].[Pd]. The product is [CH3:1][O:2][C:3]1[C:4]([CH3:34])=[C:5]([C:25]([O:32][CH3:33])=[C:26]([O:30][CH3:31])[C:27]=1[O:28][CH3:29])[CH2:6][C:7]1[C:8]([OH:17])=[C:9]([CH:14]=[CH:15][CH:16]=1)[C:10]([O:12][CH3:13])=[O:11]. The yield is 0.810. (3) The reactants are [N:1]([CH2:4][C:5]1[CH:14]=[C:13]2[C:8]([C:9]([Cl:17])=[CH:10][C:11]([C:15]#[N:16])=[N:12]2)=[CH:7][CH:6]=1)=[N+:2]=[N-:3].[N+:18]([C:21]1[CH:38]=[CH:37][C:24]([C:25]([O:27][C@@:28]([C:33]([F:36])([F:35])[F:34])([CH2:31][CH3:32])[C:29]#[CH:30])=[O:26])=[CH:23][CH:22]=1)([O-:20])=[O:19].CCN(C(C)C)C(C)C. The catalyst is C1COCC1.[Cu]I. The product is [N+:18]([C:21]1[CH:22]=[CH:23][C:24]([C:25]([O:27][C@:28]([C:29]2[N:3]=[N:2][N:1]([CH2:4][C:5]3[CH:14]=[C:13]4[C:8]([C:9]([Cl:17])=[CH:10][C:11]([C:15]#[N:16])=[N:12]4)=[CH:7][CH:6]=3)[CH:30]=2)([CH2:31][CH3:32])[C:33]([F:34])([F:35])[F:36])=[O:26])=[CH:37][CH:38]=1)([O-:20])=[O:19]. The yield is 0.710. (4) The reactants are [Cl:1][C:2]1[CH:7]=[CH:6][C:5]([CH2:8][C:9]([NH:11][C:12]2[CH:13]=[N:14][CH:15]=[C:16]([C:18]([C:20]3[C:28]4[CH:27]=[N:26][CH:25]=[N:24][C:23]=4[NH:22][CH:21]=3)=[O:19])[CH:17]=2)=[O:10])=[CH:4][CH:3]=1.C([O-])([O-])=O.[Cs+].[Cs+].Br[CH2:36][C:37]([NH2:39])=[O:38]. The catalyst is CN(C=O)C. The product is [NH2:39][C:37](=[O:38])[CH2:36][N:22]1[C:23]2[N:24]=[CH:25][N:26]=[CH:27][C:28]=2[C:20]([C:18]([C:16]2[CH:17]=[C:12]([NH:11][C:9](=[O:10])[CH2:8][C:5]3[CH:6]=[CH:7][C:2]([Cl:1])=[CH:3][CH:4]=3)[CH:13]=[N:14][CH:15]=2)=[O:19])=[CH:21]1. The yield is 0.590. (5) The reactants are [CH3:1][N:2]1[C:6]([C:7]2[CH:12]=[CH:11][CH:10]=[CH:9][CH:8]=2)=[CH:5][CH:4]=[C:3]1[C:13]1[CH:14]=[C:15]2[C:20](=[CH:21][CH:22]=1)[CH:19]=[C:18]([OH:23])[CH:17]=[CH:16]2.[CH3:24][O:25][C:26](=[O:43])[CH:27](OS(C(F)(F)F)(=O)=O)[CH2:28][C:29]1[CH:34]=[CH:33][CH:32]=[CH:31][CH:30]=1.C(=O)([O-])[O-].[Cs+].[Cs+]. No catalyst specified. The product is [CH3:1][N:2]1[C:6]([C:7]2[CH:8]=[CH:9][CH:10]=[CH:11][CH:12]=2)=[CH:5][CH:4]=[C:3]1[C:13]1[CH:14]=[C:15]2[C:20](=[CH:21][CH:22]=1)[CH:19]=[C:18]([O:23][CH:27]([CH2:28][C:29]1[CH:34]=[CH:33][CH:32]=[CH:31][CH:30]=1)[C:26]([O:25][CH3:24])=[O:43])[CH:17]=[CH:16]2. The yield is 0.940. (6) The reactants are [SH:1][C:2]1[NH:3][C:4]2[CH:10]=[CH:9][CH:8]=[CH:7][C:5]=2[N:6]=1.C[O-].[Na+].[CH2:14]([O:21][C:22]1[CH:27]=[CH:26][N:25]=[C:24]([CH2:28]Cl)[C:23]=1[CH3:30])[CH2:15][CH2:16][CH2:17][CH2:18][CH2:19][CH3:20]. The catalyst is CO.C(OCC)(=O)C. The product is [CH2:14]([O:21][C:22]1[CH:27]=[CH:26][N:25]=[C:24]([CH2:28][S:1][C:2]2[NH:6][C:5]3[CH:7]=[CH:8][CH:9]=[CH:10][C:4]=3[N:3]=2)[C:23]=1[CH3:30])[CH2:15][CH2:16][CH2:17][CH2:18][CH2:19][CH3:20]. The yield is 0.387. (7) The reactants are [H-].[H-].[H-].[H-].[Li+].[Al+3].[OH:7][C:8]1[CH:13]=[CH:12][C:11]([CH2:14][CH2:15][C:16](OC)=[O:17])=[CH:10][CH:9]=1. The catalyst is C1COCC1. The product is [OH:7][C:8]1[CH:9]=[CH:10][C:11]([CH2:14][CH2:15][CH2:16][OH:17])=[CH:12][CH:13]=1. The yield is 1.00. (8) The reactants are [N:1]1([CH2:6][CH2:7][CH2:8][O:9][C:10]2[CH:15]=[CH:14][C:13]([C:16]3([C:22](O)=O)[CH2:21][CH2:20][O:19][CH2:18][CH2:17]3)=[CH:12][CH:11]=2)[CH2:5][CH2:4][CH2:3][CH2:2]1.[NH2:25][C:26]1[CH:31]=[CH:30][CH:29]=[CH:28][C:27]=1[NH2:32]. No catalyst specified. The product is [N:1]1([CH2:6][CH2:7][CH2:8][O:9][C:10]2[CH:11]=[CH:12][C:13]([C:16]3([C:22]4[NH:32][C:27]5[CH:28]=[CH:29][CH:30]=[CH:31][C:26]=5[N:25]=4)[CH2:21][CH2:20][O:19][CH2:18][CH2:17]3)=[CH:14][CH:15]=2)[CH2:2][CH2:3][CH2:4][CH2:5]1. The yield is 0.0100.